Dataset: Forward reaction prediction with 1.9M reactions from USPTO patents (1976-2016). Task: Predict the product of the given reaction. (1) Given the reactants [F:1][C:2]1[CH:3]=[C:4]([OH:12])[CH:5]=[CH:6][C:7]=1[C:8]([F:11])([F:10])[F:9].[I:13]N1C(=O)CCC1=O.S(=O)(=O)(O)O, predict the reaction product. The product is: [F:1][C:2]1[C:7]([C:8]([F:10])([F:11])[F:9])=[CH:6][C:5]([I:13])=[C:4]([OH:12])[CH:3]=1. (2) Given the reactants [NH2:1][C:2]1[C:3]([C:15]([NH2:17])=[O:16])=[CH:4][C:5]2[C:13]3[C:8](=[CH:9][CH:10]=[CH:11][CH:12]=3)[NH:7][C:6]=2[N:14]=1.C(=O)([O-])[O-].[Cs+].[Cs+].[C:24]([O:28][C:29](=[O:36])[NH:30][C:31]1([CH2:34]I)[CH2:33][CH2:32]1)([CH3:27])([CH3:26])[CH3:25], predict the reaction product. The product is: [C:24]([O:28][C:29](=[O:36])[NH:30][C:31]1([CH2:34][N:7]2[C:8]3[C:13](=[CH:12][CH:11]=[CH:10][CH:9]=3)[C:5]3[CH:4]=[C:3]([C:15]([NH2:17])=[O:16])[C:2]([NH2:1])=[N:14][C:6]2=3)[CH2:32][CH2:33]1)([CH3:27])([CH3:25])[CH3:26]. (3) Given the reactants [Br:1][C:2]1[CH:10]=[CH:9][C:5]([C:6]([OH:8])=O)=[C:4]([F:11])[CH:3]=1.[NH:12]1[CH2:16][CH2:15][CH2:14][CH2:13]1.C(N(C(C)C)CC)(C)C.CN(C(ON1N=NC2C=CC=NC1=2)=[N+](C)C)C.F[P-](F)(F)(F)(F)F, predict the reaction product. The product is: [Br:1][C:2]1[CH:10]=[CH:9][C:5]([C:6]([N:12]2[CH2:16][CH2:15][CH2:14][CH2:13]2)=[O:8])=[C:4]([F:11])[CH:3]=1. (4) The product is: [CH3:8][O:9][CH2:10][CH2:11][N:12]1[CH:6]([C:2]2[S:1][CH:5]=[CH:4][CH:3]=2)[CH:14]([C:13]([NH:25][C:26]2[CH:27]=[CH:28][C:29]([C:30]([O:32][CH3:33])=[O:31])=[CH:34][CH:35]=2)=[O:24])[C:15]2[C:16](=[CH:20][CH:21]=[CH:22][CH:23]=2)[C:17]1=[O:19]. Given the reactants [S:1]1[CH:5]=[CH:4][CH:3]=[C:2]1[CH:6]=O.[CH3:8][O:9][CH2:10][CH2:11][NH2:12].[C:13]1(=[O:24])[O:19][C:17](=O)[C:16]2=[CH:20][CH:21]=[CH:22][CH:23]=[C:15]2[CH2:14]1.[NH2:25][C:26]1[CH:35]=[CH:34][C:29]([C:30]([O:32][CH3:33])=[O:31])=[CH:28][CH:27]=1, predict the reaction product. (5) Given the reactants [NH:1]1[CH2:7][CH2:6][CH2:5][NH:4][CH2:3][CH2:2]1.C([O:10][C:11](=O)[C:12]1[CH:17]=[CH:16][C:15]([Cl:18])=[N:14][CH:13]=1)C.O(CC)[Li].CC([O-])=O.[Na+], predict the reaction product. The product is: [Cl:18][C:15]1[N:14]=[CH:13][C:12]([C:11]([N:1]2[CH2:7][CH2:6][CH2:5][NH:4][CH2:3][CH2:2]2)=[O:10])=[CH:17][CH:16]=1. (6) Given the reactants C(OC(=O)[N:7]([C:19]1[CH:24]=[CH:23][C:22]([NH2:25])=[C:21]([CH3:26])[CH:20]=1)[CH2:8][C:9]1[CH:14]=[CH:13][C:12]([C:15]([F:18])([F:17])[F:16])=[CH:11][CH:10]=1)(C)(C)C.N1C=CC=CC=1.[C:34](Cl)(=[O:38])[CH2:35][CH2:36][CH3:37], predict the reaction product. The product is: [CH3:26][C:21]1[CH:20]=[C:19]([NH:7][CH2:8][C:9]2[CH:14]=[CH:13][C:12]([C:15]([F:16])([F:17])[F:18])=[CH:11][CH:10]=2)[CH:24]=[CH:23][C:22]=1[NH:25][C:34](=[O:38])[CH2:35][CH2:36][CH3:37]. (7) Given the reactants [Cl:1][C:2]1[C:7]([Cl:8])=[CH:6][CH:5]=[CH:4][C:3]=1[NH:9][C:10](=[O:15])[C:11]([CH3:14])([CH3:13])[CH3:12].CN(CCN(C)C)C.[Li]CCCC.CON(C)[C:32](=[O:39])[C:33]1[CH:38]=[CH:37][CH:36]=[CH:35][CH:34]=1.[NH4+].[Cl-], predict the reaction product. The product is: [C:32]([C:4]1[C:3]([NH:9][C:10](=[O:15])[C:11]([CH3:12])([CH3:14])[CH3:13])=[C:2]([Cl:1])[C:7]([Cl:8])=[CH:6][CH:5]=1)(=[O:39])[C:33]1[CH:38]=[CH:37][CH:36]=[CH:35][CH:34]=1.